Dataset: Forward reaction prediction with 1.9M reactions from USPTO patents (1976-2016). Task: Predict the product of the given reaction. (1) The product is: [CH3:1][CH:2]([CH3:39])[C@H:3]([N:8]1[CH2:16][C:15]2[C:10](=[CH:11][C:12]([C:17]3[CH:18]=[CH:19][C:20]([NH:23][C:24](=[O:37])[C:25]4[CH:30]=[CH:29][C:28]([N:31]5[CH2:36][CH2:35][N:41]([CH3:40])[CH2:33][CH2:32]5)=[N:27][CH:26]=4)=[CH:21][CH:22]=3)=[CH:13][CH:14]=2)[C:9]1=[O:38])[C:4]([O:6][CH3:7])=[O:5]. Given the reactants [CH3:1][CH:2]([CH3:39])[C@H:3]([N:8]1[CH2:16][C:15]2[C:10](=[CH:11][C:12]([C:17]3[CH:22]=[CH:21][C:20]([NH:23][C:24](=[O:37])[C:25]4[CH:30]=[CH:29][C:28]([N:31]5[CH2:36][CH2:35]O[CH2:33][CH2:32]5)=[N:27][CH:26]=4)=[CH:19][CH:18]=3)=[CH:13][CH:14]=2)[C:9]1=[O:38])[C:4]([O:6][CH3:7])=[O:5].[CH3:40][N:41]1CCNCC1, predict the reaction product. (2) Given the reactants C(=O)([O-])[O-].[K+].[K+].[Na+].[I-].Br[CH2:10][CH2:11][CH2:12][O:13][C:14]1[CH:15]=[C:16]([Br:20])[CH:17]=[CH:18][CH:19]=1.[Cl:21][C:22]1[C:43]([C:44]([F:47])([F:46])[F:45])=[CH:42][CH:41]=[CH:40][C:23]=1[CH2:24][NH:25][CH2:26][CH:27]([C:34]1[CH:39]=[CH:38][CH:37]=[CH:36][CH:35]=1)[C:28]1[CH:33]=[CH:32][CH:31]=[CH:30][CH:29]=1, predict the reaction product. The product is: [Cl:21][C:22]1[C:43]([C:44]([F:45])([F:46])[F:47])=[CH:42][CH:41]=[CH:40][C:23]=1[CH2:24][N:25]([CH2:26][CH:27]([C:34]1[CH:39]=[CH:38][CH:37]=[CH:36][CH:35]=1)[C:28]1[CH:33]=[CH:32][CH:31]=[CH:30][CH:29]=1)[CH2:10][CH2:11][CH2:12][O:13][C:14]1[CH:15]=[C:16]([Br:20])[CH:17]=[CH:18][CH:19]=1. (3) Given the reactants [CH3:1][C@H:2]1[CH2:6][CH2:5][NH:4][C@@H:3]1[C:7]([OH:9])=[O:8].[OH-].[Na+].[C:12](O[C:12]([O:14][C:15]([CH3:18])([CH3:17])[CH3:16])=[O:13])([O:14][C:15]([CH3:18])([CH3:17])[CH3:16])=[O:13].Cl, predict the reaction product. The product is: [C:15]([O:14][C:12]([N:4]1[CH2:5][CH2:6][C@H:2]([CH3:1])[C@H:3]1[C:7]([OH:9])=[O:8])=[O:13])([CH3:18])([CH3:17])[CH3:16]. (4) Given the reactants OC[C:3]#[C:4][C:5]1[S:9][C:8]([C:10]([O-:12])=[O:11])=[CH:7][CH:6]=1.[C:13]([Br:17])(Br)(Br)Br.[C:18]1(P(C2C=CC=CC=2)C2C=CC=CC=2)C=CC=CC=1, predict the reaction product. The product is: [Br:17][CH2:13][C:3]#[C:4][C:5]1[S:9][C:8]([C:10]([O:12][CH3:18])=[O:11])=[CH:7][CH:6]=1. (5) Given the reactants Br[C:2]1[C:3]([NH:9][CH2:10][C:11]([O:13][CH2:14][CH3:15])=[O:12])=[N:4][CH:5]=[C:6]([Br:8])[N:7]=1.[CH:16]([NH2:19])([CH3:18])[CH3:17].C(N(CC)C(C)C)(C)C.CS(C)=O, predict the reaction product. The product is: [Br:8][C:6]1[N:7]=[C:2]([NH:19][CH:16]([CH3:18])[CH3:17])[C:3]([NH:9][CH2:10][C:11]([O:13][CH2:14][CH3:15])=[O:12])=[N:4][CH:5]=1. (6) Given the reactants [C:1]([C:5]1[CH:10]=[CH:9][C:8]([C@H:11]2[CH2:20][CH2:19][CH2:18][C@@H:17]3[N:12]2[C:13](=[O:22])[CH:14](I)[CH2:15][CH2:16]3)=[CH:7][CH:6]=1)([O:3][CH3:4])=[O:2].[P:23]([O:30]CC)([O:27][CH2:28][CH3:29])[O:24][CH2:25][CH3:26], predict the reaction product. The product is: [C:1]([C:5]1[CH:10]=[CH:9][C:8]([C@@H:11]2[CH2:20][CH2:19][CH2:18][C@H:17]3[N:12]2[C:13](=[O:22])[CH:14]([P:23](=[O:30])([O:27][CH2:28][CH3:29])[O:24][CH2:25][CH3:26])[CH2:15][CH2:16]3)=[CH:7][CH:6]=1)([O:3][CH3:4])=[O:2]. (7) Given the reactants [F:1][C:2]1[CH:9]=[C:8]([F:10])[CH:7]=[C:6]([C:11]#[C:12][CH3:13])[C:3]=1[CH:4]=O.[NH3:14].CO, predict the reaction product. The product is: [F:10][C:8]1[CH:7]=[C:6]2[C:3](=[C:2]([F:1])[CH:9]=1)[CH:4]=[N:14][C:12]([CH3:13])=[CH:11]2. (8) Given the reactants [Cl:1][C:2]1[CH:8]=[CH:7][CH:6]=[C:5]([CH3:9])[C:3]=1[NH2:4].[C:10](Cl)(Cl)=[S:11].C(N(C(C)C)C(C)C)C, predict the reaction product. The product is: [Cl:1][C:2]1[CH:8]=[CH:7][CH:6]=[C:5]([CH3:9])[C:3]=1[N:4]=[C:10]=[S:11]. (9) Given the reactants Cl[C:2]1[C:7]([C:8]([O:10][CH2:11][CH3:12])=[O:9])=[CH:6][N:5]=[C:4]([Cl:13])[C:3]=1[Cl:14].[C:15]1([C:21]2([NH2:24])[CH2:23][CH2:22]2)[CH:20]=[CH:19][CH:18]=[CH:17][CH:16]=1, predict the reaction product. The product is: [Cl:14][C:3]1[C:4]([Cl:13])=[N:5][CH:6]=[C:7]([C:2]=1[NH:24][C:21]1([C:15]2[CH:20]=[CH:19][CH:18]=[CH:17][CH:16]=2)[CH2:23][CH2:22]1)[C:8]([O:10][CH2:11][CH3:12])=[O:9].